Dataset: Full USPTO retrosynthesis dataset with 1.9M reactions from patents (1976-2016). Task: Predict the reactants needed to synthesize the given product. Given the product [CH2:1]([O:8][C:9]1[CH:10]=[CH:11][C:12]2[O:16][C:15]([CH:17]([OH:21])[CH:18]([CH3:19])[CH3:20])=[C:14]([CH3:22])[C:13]=2[CH:23]=1)[C:2]1[CH:3]=[CH:4][CH:5]=[CH:6][CH:7]=1, predict the reactants needed to synthesize it. The reactants are: [CH2:1]([O:8][C:9]1[CH:10]=[CH:11][C:12]2[O:16][C:15]([C:17](=[O:21])[CH:18]([CH3:20])[CH3:19])=[C:14]([CH3:22])[C:13]=2[CH:23]=1)[C:2]1[CH:7]=[CH:6][CH:5]=[CH:4][CH:3]=1.[BH4-].[Na+].